From a dataset of Catalyst prediction with 721,799 reactions and 888 catalyst types from USPTO. Predict which catalyst facilitates the given reaction. Reactant: [C:1]1([SH:7])[CH:6]=[CH:5][CH:4]=[CH:3][CH:2]=1.[OH-].[K+].[CH3:10][O:11][C:12]1[CH:13]=[C:14]([CH:20](Br)[C:21]([O:23]C)=[O:22])[CH:15]=[C:16]([O:18][CH3:19])[CH:17]=1. Product: [CH3:19][O:18][C:16]1[CH:15]=[C:14]([CH:20]([S:7][C:1]2[CH:6]=[CH:5][CH:4]=[CH:3][CH:2]=2)[C:21]([OH:23])=[O:22])[CH:13]=[C:12]([O:11][CH3:10])[CH:17]=1. The catalyst class is: 12.